Dataset: NCI-60 drug combinations with 297,098 pairs across 59 cell lines. Task: Regression. Given two drug SMILES strings and cell line genomic features, predict the synergy score measuring deviation from expected non-interaction effect. Drug 1: CC12CCC(CC1=CCC3C2CCC4(C3CC=C4C5=CN=CC=C5)C)O. Drug 2: C1CCC(CC1)NC(=O)N(CCCl)N=O. Cell line: RXF 393. Synergy scores: CSS=27.1, Synergy_ZIP=-1.56, Synergy_Bliss=8.18, Synergy_Loewe=4.21, Synergy_HSA=10.4.